From a dataset of CYP3A4 inhibition data for predicting drug metabolism from PubChem BioAssay. Regression/Classification. Given a drug SMILES string, predict its absorption, distribution, metabolism, or excretion properties. Task type varies by dataset: regression for continuous measurements (e.g., permeability, clearance, half-life) or binary classification for categorical outcomes (e.g., BBB penetration, CYP inhibition). Dataset: cyp3a4_veith. (1) The drug is CCC[C@@H]1C[C@@]1(CCC)C(NC(=O)c1ccc(-c2ccccc2)cc1)c1cccc(Cl)c1. The result is 0 (non-inhibitor). (2) The compound is Cc1cc(=O)n(-c2ccccc2)n1C. The result is 0 (non-inhibitor).